From a dataset of Catalyst prediction with 721,799 reactions and 888 catalyst types from USPTO. Predict which catalyst facilitates the given reaction. (1) Reactant: [CH3:1][C:2]1[CH:3]=[C:4]([CH:7]=[CH:8][C:9]=1[CH3:10])[CH:5]=O.[N+:11]([CH2:14][CH2:15][CH3:16])([O-:13])=[O:12].Cl.CNC.[F-].[K+]. Product: [CH3:10][C:9]1[CH:8]=[CH:7][C:4]([CH:5]=[C:14]([N+:11]([O-:13])=[O:12])[CH2:15][CH3:16])=[CH:3][C:2]=1[CH3:1]. The catalyst class is: 133. (2) Reactant: [C:1]1([C:35]2C=CC=CC=2)[CH:6]=[CH:5][C:4]([C@@:7]23[CH2:25][N:19]([C@H:20]([C:22]([OH:24])=O)[CH2:21]2)[C:18](=[O:26])[C@@H:17]([NH:27][C:28]([O:30][C:31]([CH3:34])([CH3:33])[CH3:32])=[O:29])[CH2:16][CH2:15][CH2:14][CH2:13][CH2:12][CH:11]=[CH:10][CH2:9][S:8]3)=[CH:3][CH:2]=1.[NH2:41][C@:42]1([C:47]([NH:49][S:50]([CH:53]2[CH2:55][CH2:54]2)(=[O:52])=[O:51])=[O:48])[CH2:44][C@H:43]1[CH:45]=[CH2:46].C[C:57]1[CH:58]=[CH:59]C(S(O)(=O)=O)=[CH:61][CH:62]=1.CN(C(ON1N=NC2C=CC=NC1=2)=[N+](C)C)C.F[P-](F)(F)(F)(F)F.C(N(CC)C(C)C)(C)C. Product: [C:1]1([C:35]2[CH:59]=[CH:58][CH:57]=[CH:62][CH:61]=2)[CH:6]=[CH:5][C:4]([C@@:7]23[CH2:25][N:19]([C@H:20]([C:22](=[O:24])[NH:41][C@:42]4([C:47](=[O:48])[NH:49][S:50]([CH:53]5[CH2:55][CH2:54]5)(=[O:52])=[O:51])[CH2:44][C@H:43]4[CH:45]=[CH2:46])[CH2:21]2)[C:18](=[O:26])[C@@H:17]([NH:27][C:28](=[O:29])[O:30][C:31]([CH3:33])([CH3:32])[CH3:34])[CH2:16][CH2:15][CH2:14][CH2:13][CH2:12][CH:11]=[CH:10][CH2:9][S:8]3)=[CH:3][CH:2]=1. The catalyst class is: 91. (3) Reactant: [H-].[Na+].[CH3:3][C:4]1[CH:9]=[CH:8][C:7]([S:10]([CH2:13][N+:14]#[C-:15])(=[O:12])=[O:11])=[CH:6][CH:5]=1.Br[CH2:17][CH2:18][CH2:19][CH2:20][C:21]1([C:26]([O:28][CH2:29][CH2:30][CH2:31][CH3:32])=[O:27])[CH2:25][CH2:24][CH2:23][CH2:22]1.[OH2:33]. Product: [CH2:29]([O:28][C:26]([C:21]1([CH2:20][CH2:19][CH2:18][CH2:17][C:13]([N+:14]#[C-:15])([S:10]([C:7]2[CH:6]=[CH:5][C:4]([CH3:3])=[CH:9][CH:8]=2)(=[O:12])=[O:11])[CH2:17][CH2:18][CH2:19][CH2:20][C:21]2([C:26]([O:28][CH2:29][CH2:30][CH2:31][CH3:32])=[O:33])[CH2:25][CH2:24][CH2:23][CH2:22]2)[CH2:25][CH2:24][CH2:23][CH2:22]1)=[O:27])[CH2:30][CH2:31][CH3:32]. The catalyst class is: 16. (4) Reactant: [C:1]([O:5][C:6](=[O:48])[N:7]([CH:9]1[CH2:14][CH2:13][CH:12]([N:15]([C:36]([C:38]2[S:42][C:41]3[CH:43]=[CH:44][CH:45]=[CH:46][C:40]=3[C:39]=2[Cl:47])=[O:37])[CH2:16][C:17]2[CH:18]=[C:19]([C:24]3[CH:29]=[CH:28][C:27]([C:30](=[O:35])[C:31]([F:34])([F:33])[F:32])=[CH:26][CH:25]=3)[CH:20]=[CH:21][C:22]=2[F:23])[CH2:11][CH2:10]1)[CH3:8])([CH3:4])([CH3:3])[CH3:2].[BH4-].[Na+].O. Product: [C:1]([O:5][C:6](=[O:48])[N:7]([CH:9]1[CH2:14][CH2:13][CH:12]([N:15]([C:36]([C:38]2[S:42][C:41]3[CH:43]=[CH:44][CH:45]=[CH:46][C:40]=3[C:39]=2[Cl:47])=[O:37])[CH2:16][C:17]2[CH:18]=[C:19]([C:24]3[CH:25]=[CH:26][C:27]([CH:30]([OH:35])[C:31]([F:33])([F:32])[F:34])=[CH:28][CH:29]=3)[CH:20]=[CH:21][C:22]=2[F:23])[CH2:11][CH2:10]1)[CH3:8])([CH3:4])([CH3:2])[CH3:3]. The catalyst class is: 271. (5) Reactant: [Cl:1][C:2]1[CH:3]=[CH:4][C:5]2[N:11]([CH2:12][C:13]([CH3:17])([CH3:16])[CH2:14][OH:15])[C:10](=[O:18])[C@@H:9]([CH2:19][C:20](O)=[O:21])[O:8][C@H:7]([C:23]3[CH:28]=[CH:27][CH:26]=[C:25]([O:29][CH3:30])[C:24]=3[O:31][CH3:32])[C:6]=2[CH:33]=1.Cl.[CH3:35][O:36][C:37](=[O:49])[C:38]1[CH:43]=[CH:42][CH:41]=[C:40]([O:44][CH2:45][CH2:46][CH2:47][NH2:48])[CH:39]=1.P(C#N)(OCC)(OCC)=O.C(N(CC)CC)C. Product: [Cl:1][C:2]1[CH:3]=[CH:4][C:5]2[N:11]([CH2:12][C:13]([CH3:16])([CH3:17])[CH2:14][OH:15])[C:10](=[O:18])[C@@H:9]([CH2:19][C:20]([NH:48][CH2:47][CH2:46][CH2:45][O:44][C:40]3[CH:39]=[C:38]([CH:43]=[CH:42][CH:41]=3)[C:37]([O:36][CH3:35])=[O:49])=[O:21])[O:8][C@H:7]([C:23]3[CH:28]=[CH:27][CH:26]=[C:25]([O:29][CH3:30])[C:24]=3[O:31][CH3:32])[C:6]=2[CH:33]=1. The catalyst class is: 42. (6) Reactant: [F:1][C:2]([F:43])([F:42])[C:3]1[CH:4]=[C:5]([CH:39]=[CH:40][CH:41]=1)[CH2:6][NH:7][C:8](=[O:38])[C:9]1[CH:14]=[CH:13][N:12]=[C:11]([C:15]2[CH:20]=[C:19]([N:21]3[CH2:26][CH2:25][CH2:24][CH2:23][CH2:22]3)[CH:18]=[CH:17][C:16]=2[NH:27][C:28](=[O:37])[C:29]2(CCl)[CH:34]=[CH:33][CH:32]=[CH:31][NH:30]2)[CH:10]=1.[NH:44]1[CH2:48][CH2:47][C@H:46]([NH:49][C:50](=[O:52])[CH3:51])[CH2:45]1.[C:53](=O)([O-])[O-].[K+].[K+].[I-].[K+]. Product: [C:50]([NH:49][C@H:46]1[CH2:47][CH2:48][N:44]([CH2:53][C:31]2[N:30]=[C:29]([C:28]([NH:27][C:16]3[CH:17]=[CH:18][C:19]([N:21]4[CH2:26][CH2:25][CH2:24][CH2:23][CH2:22]4)=[CH:20][C:15]=3[C:11]3[CH:10]=[C:9]([C:8](=[O:38])[NH:7][CH2:6][C:5]4[CH:39]=[CH:40][CH:41]=[C:3]([C:2]([F:43])([F:1])[F:42])[CH:4]=4)[CH:14]=[CH:13][N:12]=3)=[O:37])[CH:34]=[CH:33][CH:32]=2)[CH2:45]1)(=[O:52])[CH3:51]. The catalyst class is: 42. (7) Reactant: CS(O[CH2:6][C@@H:7]([NH:15][C:16]([O:18][C:19]([CH3:22])([CH3:21])[CH3:20])=[O:17])[CH2:8][CH:9]1[CH2:14][CH2:13][CH2:12][CH2:11][CH2:10]1)(=O)=O.[N-:23]=[N+:24]=[N-:25].[Na+]. Product: [N:23]([CH2:6][C@@H:7]([NH:15][C:16](=[O:17])[O:18][C:19]([CH3:22])([CH3:21])[CH3:20])[CH2:8][CH:9]1[CH2:14][CH2:13][CH2:12][CH2:11][CH2:10]1)=[N+:24]=[N-:25]. The catalyst class is: 3.